Task: Predict which catalyst facilitates the given reaction.. Dataset: Catalyst prediction with 721,799 reactions and 888 catalyst types from USPTO (1) Reactant: [NH2:1][C:2]1[CH:3]=[C:4]([C:9]2[S:13][C:12]([C:14]3([OH:18])[CH2:17][CH2:16][CH2:15]3)=[N:11][CH:10]=2)[CH:5]=[C:6]([CH3:8])[CH:7]=1.[F:19][P-:20]([F:25])([F:24])([F:23])([F:22])[F:21].[H+].[N:27]([O-])=O.[Na+]. Product: [F:19][P-:20]([F:25])([F:24])([F:23])([F:22])[F:21].[OH:18][C:14]1([C:12]2[S:13][C:9]([C:4]3[CH:3]=[C:2]([N+:1]#[N:27])[CH:7]=[C:6]([CH3:8])[CH:5]=3)=[CH:10][N:11]=2)[CH2:17][CH2:16][CH2:15]1. The catalyst class is: 6. (2) Reactant: [NH:1]1[CH:5]=[CH:4][N:3]=[C:2]1[CH:6]=[O:7].Br[CH2:9][CH2:10][O:11][CH2:12][CH3:13].C(=O)([O-])[O-].[K+].[K+].[I-].[K+]. Product: [CH2:10]([O:11][CH2:12][CH2:13][N:1]1[CH:5]=[CH:4][N:3]=[C:2]1[CH:6]=[O:7])[CH3:9]. The catalyst class is: 3.